From a dataset of Reaction yield outcomes from USPTO patents with 853,638 reactions. Predict the reaction yield, written as a fraction of the theoretical maximum amount of product (1.0 means a 100% yield; for example, 0.34 means a 34% yield). (1) The catalyst is O1CCOCC1.C([O-])(=O)C.[Pd+2].C([O-])(=O)C. The reactants are [F:1][C:2]1[CH:10]=[CH:9][CH:8]=[C:7]([N+:11]([O-:13])=[O:12])[C:3]=1[C:4]([NH2:6])=[O:5].CC1(C)C2C(=C(P(C3C=CC=CC=3)C3C=CC=CC=3)C=CC=2)OC2C(P(C3C=CC=CC=3)C3C=CC=CC=3)=CC=CC1=2.C(=O)([O-])[O-].[Cs+].[Cs+].Br[C:63]1[CH:68]=[CH:67][CH:66]=[C:65]([CH2:69][C:70]([F:73])([F:72])[F:71])[CH:64]=1. The product is [F:1][C:2]1[CH:10]=[CH:9][CH:8]=[C:7]([N+:11]([O-:13])=[O:12])[C:3]=1[C:4]([NH:6][C:67]1[CH:68]=[CH:63][CH:64]=[C:65]([CH2:69][C:70]([F:71])([F:73])[F:72])[CH:66]=1)=[O:5]. The yield is 0.500. (2) The product is [NH:8]1[CH2:9][CH2:10][CH:11]([N:14]2[C:19]3[CH:20]=[CH:21][CH:22]=[CH:23][C:18]=3[O:17][CH2:16][C:15]2=[O:24])[CH2:12][CH2:13]1. The catalyst is CCOCC. The reactants are C(OC([N:8]1[CH2:13][CH2:12][CH:11]([N:14]2[C:19]3[CH:20]=[CH:21][CH:22]=[CH:23][C:18]=3[O:17][CH2:16][C:15]2=[O:24])[CH2:10][CH2:9]1)=O)(C)(C)C.C(O)(C(F)(F)F)=O.C(Cl)Cl. The yield is 0.900. (3) The reactants are [CH:1]1([N:4]2[C:8]([N:9]3[CH2:15][CH2:14][CH2:13][C@@H:12]([NH:16][C:17](=[O:22])[C:18]([F:21])([F:20])[F:19])[CH2:11][CH2:10]3)=[C:7]([N+:23]([O-])=O)[CH:6]=[N:5]2)[CH2:3][CH2:2]1.[C:26]([O:30][C:31]([NH:33][C:34]1[S:38][C:37]([C:39]2[C:44]([F:45])=[CH:43][CH:42]=[CH:41][C:40]=2[F:46])=[N:36][C:35]=1[C:47](O)=[O:48])=[O:32])([CH3:29])([CH3:28])[CH3:27]. No catalyst specified. The product is [F:46][C:40]1[CH:41]=[CH:42][CH:43]=[C:44]([F:45])[C:39]=1[C:37]1[S:38][C:34]([NH:33][C:31](=[O:32])[O:30][C:26]([CH3:28])([CH3:27])[CH3:29])=[C:35]([C:47](=[O:48])[NH:23][C:7]2[CH:6]=[N:5][N:4]([CH:1]3[CH2:3][CH2:2]3)[C:8]=2[N:9]2[CH2:15][CH2:14][CH2:13][C@@H:12]([NH:16][C:17](=[O:22])[C:18]([F:21])([F:20])[F:19])[CH2:11][CH2:10]2)[N:36]=1. The yield is 0.730. (4) The reactants are [Br:1][C:2]1[N:3]=[C:4]([C@H:12]2[CH2:21][N:20]3[C@H:15]([CH2:16][O:17][C@H:18]([CH3:23])[C:19]3=[O:22])[CH2:14][CH2:13]2)[N:5]2[CH:10]=[CH:9][N:8]=[C:7](Cl)[C:6]=12.O.CC(O)C.[NH4+:29].[OH-]. No catalyst specified. The product is [NH2:29][C:7]1[C:6]2[N:5]([C:4]([C@H:12]3[CH2:21][N:20]4[C@H:15]([CH2:16][O:17][C@H:18]([CH3:23])[C:19]4=[O:22])[CH2:14][CH2:13]3)=[N:3][C:2]=2[Br:1])[CH:10]=[CH:9][N:8]=1. The yield is 0.960.